From a dataset of Peptide-MHC class I binding affinity with 185,985 pairs from IEDB/IMGT. Regression. Given a peptide amino acid sequence and an MHC pseudo amino acid sequence, predict their binding affinity value. This is MHC class I binding data. The peptide sequence is CHKGWGVSV. The MHC is HLA-B40:01 with pseudo-sequence HLA-B40:01. The binding affinity (normalized) is 0.0847.